Task: Predict the reaction yield, written as a fraction of the theoretical maximum amount of product (1.0 means a 100% yield; for example, 0.34 means a 34% yield).. Dataset: Reaction yield outcomes from USPTO patents with 853,638 reactions (1) The reactants are Br[C:2]1[CH:7]=[CH:6][C:5]([OH:8])=[CH:4][CH:3]=1.[F:9][C:10]([F:21])([F:20])[C:11]1[CH:16]=[CH:15][C:14](B(O)O)=[CH:13][CH:12]=1.C(=O)([O-])[O-].[K+].[K+]. The catalyst is O.C([O-])(=O)C.[Pd+2].C([O-])(=O)C. The product is [F:9][C:10]([F:21])([F:20])[C:11]1[CH:16]=[CH:15][C:14]([C:2]2[CH:7]=[CH:6][C:5]([OH:8])=[CH:4][CH:3]=2)=[CH:13][CH:12]=1. The yield is 0.870. (2) The reactants are B.C1COCC1.[Br:7][C:8]1[CH:16]=[C:15]([Cl:17])[CH:14]=[CH:13][C:9]=1[C:10](O)=[O:11]. The yield is 0.800. The catalyst is C1COCC1. The product is [Br:7][C:8]1[CH:16]=[C:15]([Cl:17])[CH:14]=[CH:13][C:9]=1[CH2:10][OH:11]. (3) The reactants are C(O)(=O)C.FC(F)(F)C(O)=O.[CH3:12][CH:13]([O:15][C:16]1[CH:23]=[CH:22][C:21]([C:24]2[O:28][N:27]=[C:26]([C:29]3[C:30]([CH3:39])=[C:31]4[C:36](=[CH:37][CH:38]=3)[CH2:35][NH:34][CH2:33][CH2:32]4)[N:25]=2)=[CH:20][C:17]=1[C:18]#[N:19])[CH3:14].[CH2:40]([OH:45])[CH:41]([OH:44])[CH:42]=O.C(O[BH-](OC(=O)C)OC(=O)C)(=O)C.[Na+].C(=O)([O-])O.[Na+]. The catalyst is C1COCC1.ClCCCl. The product is [OH:44][CH:41]([CH2:40][OH:45])[CH2:42][N:34]1[CH2:33][CH2:32][C:31]2[C:36](=[CH:37][CH:38]=[C:29]([C:26]3[N:25]=[C:24]([C:21]4[CH:22]=[CH:23][C:16]([O:15][CH:13]([CH3:12])[CH3:14])=[C:17]([CH:20]=4)[C:18]#[N:19])[O:28][N:27]=3)[C:30]=2[CH3:39])[CH2:35]1. The yield is 0.650.